The task is: Predict which catalyst facilitates the given reaction.. This data is from Catalyst prediction with 721,799 reactions and 888 catalyst types from USPTO. (1) Reactant: [CH3:1][S:2]([N:5]1[CH2:16][CH2:15][C:8]2[N:9]=[C:10]([CH:13]=O)[N:11]=[CH:12][C:7]=2[CH2:6]1)(=[O:4])=[O:3].[NH2:17][CH2:18][CH:19]1[CH2:24][CH2:23][N:22]([C:25]([O:27][C:28]([CH3:31])([CH3:30])[CH3:29])=[O:26])[CH2:21][CH2:20]1.[BH-](OC(C)=O)(OC(C)=O)OC(C)=O.[Na+].C(O)(=O)C. Product: [CH3:1][S:2]([N:5]1[CH2:16][CH2:15][C:8]2[N:9]=[C:10]([CH2:13][NH:17][CH2:18][CH:19]3[CH2:24][CH2:23][N:22]([C:25]([O:27][C:28]([CH3:31])([CH3:30])[CH3:29])=[O:26])[CH2:21][CH2:20]3)[N:11]=[CH:12][C:7]=2[CH2:6]1)(=[O:4])=[O:3]. The catalyst class is: 1. (2) Product: [C:31]([O:30][C:28]([N:25]1[CH2:26][CH2:27][CH:22]([CH2:21][N:11]2[CH:12]=[N:13][C:9]([C@:7]([CH:1]3[CH2:2][CH2:3][CH2:4][CH2:5][CH2:6]3)([OH:8])[C:14]3[CH:19]=[CH:18][CH:17]=[CH:16][CH:15]=3)=[N:10]2)[CH2:23][CH2:24]1)=[O:29])([CH3:34])([CH3:32])[CH3:33]. Reactant: [CH:1]1([C@@:7]([C:14]2[CH:19]=[CH:18][CH:17]=[CH:16][CH:15]=2)([C:9]2[N:13]=[CH:12][NH:11][N:10]=2)[OH:8])[CH2:6][CH2:5][CH2:4][CH2:3][CH2:2]1.Br[CH2:21][CH:22]1[CH2:27][CH2:26][N:25]([C:28]([O:30][C:31]([CH3:34])([CH3:33])[CH3:32])=[O:29])[CH2:24][CH2:23]1.C(=O)([O-])[O-].[Cs+].[Cs+]. The catalyst class is: 21. (3) The catalyst class is: 304. Product: [NH2:12][C:9]1[S:10][CH:11]=[C:7]([CH2:6][NH:5][S:2]([CH3:1])(=[O:4])=[O:3])[C:8]=1[S:15]([NH2:18])(=[O:16])=[O:17]. Reactant: [CH3:1][S:2]([NH:5][CH2:6][C:7]1[C:8]([S:15]([NH2:18])(=[O:17])=[O:16])=[C:9]([N+:12]([O-])=O)[S:10][CH:11]=1)(=[O:4])=[O:3]. (4) Reactant: [Cl:1][C:2]1[CH:3]=[CH:4][C:5]([C:8]([F:15])([F:14])[C:9]([O:11]CC)=[O:10])=[N:6][CH:7]=1.CO.O.O.[OH-].[Li+]. Product: [Cl:1][C:2]1[CH:3]=[CH:4][C:5]([C:8]([F:15])([F:14])[C:9]([OH:11])=[O:10])=[N:6][CH:7]=1. The catalyst class is: 7. (5) Reactant: [Br:1][C:2]1[CH:3]=[C:4]([C:12](=[O:14])[CH3:13])[CH:5]=[C:6]([C:8]([CH3:11])([CH3:10])[CH3:9])[CH:7]=1.[CH3:15][Mg]Br.Cl. Product: [Br:1][C:2]1[CH:3]=[C:4]([C:12]([OH:14])([CH3:15])[CH3:13])[CH:5]=[C:6]([C:8]([CH3:10])([CH3:9])[CH3:11])[CH:7]=1. The catalyst class is: 27. (6) Reactant: [Cl:1][C:2]1[CH:3]=[C:4]2[C:9](=[CH:10][C:11]=1[O:12][C:13]1[CH:18]=[CH:17][C:16]([C:19](=[O:31])[NH:20][CH2:21][CH2:22][C:23]3[CH:28]=[C:27]([Cl:29])[CH:26]=[C:25]([Cl:30])[CH:24]=3)=[CH:15][CH:14]=1)[O:8][CH2:7][CH2:6][CH:5]2[C:32]([O:34]CC)=[O:33].[OH-].[Na+].C1COCC1.Cl. Product: [Cl:1][C:2]1[CH:3]=[C:4]2[C:9](=[CH:10][C:11]=1[O:12][C:13]1[CH:18]=[CH:17][C:16]([C:19](=[O:31])[NH:20][CH2:21][CH2:22][C:23]3[CH:24]=[C:25]([Cl:30])[CH:26]=[C:27]([Cl:29])[CH:28]=3)=[CH:15][CH:14]=1)[O:8][CH2:7][CH2:6][CH:5]2[C:32]([OH:34])=[O:33]. The catalyst class is: 336.